This data is from Catalyst prediction with 721,799 reactions and 888 catalyst types from USPTO. The task is: Predict which catalyst facilitates the given reaction. (1) Reactant: [C:1]([C:4]1[CH:5]=[CH:6][C:7]([C:13]2[CH2:14][N:15]([C:19]([O:21][C:22]([CH3:25])([CH3:24])[CH3:23])=[O:20])[CH2:16][CH2:17][CH:18]=2)=[C:8]2[C:12]=1[NH:11][CH:10]=[CH:9]2)(=[O:3])[NH2:2]. Product: [C:1]([C:4]1[CH:5]=[CH:6][C:7]([CH:13]2[CH2:18][CH2:17][CH2:16][N:15]([C:19]([O:21][C:22]([CH3:25])([CH3:24])[CH3:23])=[O:20])[CH2:14]2)=[C:8]2[C:12]=1[NH:11][CH:10]=[CH:9]2)(=[O:3])[NH2:2]. The catalyst class is: 153. (2) Reactant: C(O)(C(F)(F)F)=O.C(OC([N:15]1[CH2:24][C:23]([CH3:26])([CH3:25])[C:22]2[C:17](=[CH:18][C:19]([NH:27][C:28]([C:30]3[C:31]([NH:36][CH2:37][C:38]4[CH:43]=[CH:42][C:41]([F:44])=[CH:40][N:39]=4)=[N:32][CH:33]=[CH:34][CH:35]=3)=[O:29])=[CH:20][CH:21]=2)[CH2:16]1)=O)(C)(C)C. Product: [CH3:25][C:23]1([CH3:26])[C:22]2[C:17](=[CH:18][C:19]([NH:27][C:28](=[O:29])[C:30]3[CH:35]=[CH:34][CH:33]=[N:32][C:31]=3[NH:36][CH2:37][C:38]3[CH:43]=[CH:42][C:41]([F:44])=[CH:40][N:39]=3)=[CH:20][CH:21]=2)[CH2:16][NH:15][CH2:24]1. The catalyst class is: 2. (3) Reactant: [F:1][C:2]1[CH:8]=[C:7]([CH3:9])[CH:6]=[CH:5][C:3]=1[NH2:4].[C:10](OC(=O)C)(=[O:12])[CH3:11].C(=O)(O)[O-].[Na+]. Product: [F:1][C:2]1[CH:8]=[C:7]([CH3:9])[CH:6]=[CH:5][C:3]=1[NH:4][C:10](=[O:12])[CH3:11]. The catalyst class is: 4. (4) Reactant: [NH2:1][C@H:2]([CH2:14][O:15][Si:16]([C:19]([CH3:22])([CH3:21])[CH3:20])([CH3:18])[CH3:17])[CH2:3][CH2:4][CH2:5][NH:6][C:7](=[O:13])[O:8][C:9]([CH3:12])([CH3:11])[CH3:10].C(N(CC)CC)C.Cl[C:31]1[C:40]2[C:35](=[CH:36][CH:37]=[CH:38][CH:39]=2)[N:34]=[CH:33][C:32]=1[N+:41]([O-:43])=[O:42]. Product: [Si:16]([O:15][CH2:14][C@@H:2]([NH:1][C:31]1[C:40]2[C:35](=[CH:36][CH:37]=[CH:38][CH:39]=2)[N:34]=[CH:33][C:32]=1[N+:41]([O-:43])=[O:42])[CH2:3][CH2:4][CH2:5][NH:6][C:7](=[O:13])[O:8][C:9]([CH3:12])([CH3:11])[CH3:10])([C:19]([CH3:22])([CH3:21])[CH3:20])([CH3:18])[CH3:17]. The catalyst class is: 2. (5) Reactant: [C:1]([C:4]1[CH:9]=[CH:8][C:7]([NH:10][C:11](=[O:14])[O:12][CH3:13])=[C:6]([F:15])[CH:5]=1)(=[O:3])[CH3:2].[BrH:16].[Br-].[Br-].[Br-].[NH+]1C=CC=CC=1.[NH+]1C=CC=CC=1.[NH+]1C=CC=CC=1.C(=O)(O)[O-].[Na+]. Product: [Br:16][CH2:2][C:1]([C:4]1[CH:9]=[CH:8][C:7]([NH:10][C:11](=[O:14])[O:12][CH3:13])=[C:6]([F:15])[CH:5]=1)=[O:3]. The catalyst class is: 15.